From a dataset of Full USPTO retrosynthesis dataset with 1.9M reactions from patents (1976-2016). Predict the reactants needed to synthesize the given product. (1) Given the product [CH:50]1([C:53]2[NH:57][C:56]3[CH:65]=[C:66]([C:84]4[C:85]([CH3:90])=[N:86][O:87][C:88]=4[CH3:89])[CH:67]=[C:68]([C@:69]([C:77]4[CH:82]=[CH:81][CH:80]=[CH:79][N:78]=4)([C@H:70]4[CH2:76][CH2:75][C:72]5([CH2:73][CH2:74]5)[O:71]4)[OH:83])[C:55]=3[N:54]=2)[CH2:51][CH2:52]1, predict the reactants needed to synthesize it. The reactants are: C1(C2N(C(OC(C)(C)C)=O)C3C=C(C4C(C)=NOC=4C)C=C(I)C=3N=2)CC1.[Li]CCCC.N1C=CC=CC=1C([C@H]1CCC2(CC2)O1)=O.[NH4+].[Cl-].[CH:50]1([C:53]2[N:57](C(OCCCC)=O)[C:56]3[CH:65]=[C:66]([C:84]4[C:85]([CH3:90])=[N:86][O:87][C:88]=4[CH3:89])[CH:67]=[C:68]([C@:69]([OH:83])([C:77]4[CH:82]=[CH:81][CH:80]=[CH:79][N:78]=4)[C@H:70]4[CH2:76][CH2:75][C:72]5([CH2:74][CH2:73]5)[O:71]4)[C:55]=3[N:54]=2)[CH2:52][CH2:51]1.C(O)(C(F)(F)F)=O. (2) Given the product [CH2:24]1[C:25]2[C:21](=[CH:20][C:19]([C:17]([N:14]3[CH2:13][CH2:12][C:11]4([CH2:35][CH2:36][N:8]([C:5]5[CH:6]=[CH:7][N:2]=[CH:3][CH:4]=5)[CH2:9][CH2:10]4)[CH2:16][CH2:15]3)=[O:18])=[CH:27][CH:26]=2)[CH2:22][NH:23]1, predict the reactants needed to synthesize it. The reactants are: Cl.[N:2]1[CH:7]=[CH:6][C:5]([N:8]2[CH2:36][CH2:35][C:11]3([CH2:16][CH2:15][N:14]([C:17]([C:19]4[CH:20]=[C:21]5[C:25](=[CH:26][CH:27]=4)[CH2:24][N:23](C(OC(C)(C)C)=O)[CH2:22]5)=[O:18])[CH2:13][CH2:12]3)[CH2:10][CH2:9]2)=[CH:4][CH:3]=1. (3) Given the product [F:1][C:2]1[CH:3]=[C:4]([C:8]2[C:13]([C:14]3[CH:19]=[CH:18][N:17]=[CH:16][CH:15]=3)=[CH:12][N:11]=[C:10]([NH:20][C:21](=[O:23])[CH3:22])[N:9]=2)[CH:5]=[CH:6][CH:7]=1, predict the reactants needed to synthesize it. The reactants are: [F:1][C:2]1[CH:3]=[C:4]([C:8]2[C:13]([C:14]3[CH:19]=[CH:18][N:17]=[CH:16][CH:15]=3)=[CH:12][N:11]=[C:10]([NH2:20])[N:9]=2)[CH:5]=[CH:6][CH:7]=1.[C:21](OC(=O)C)(=[O:23])[CH3:22].C(=O)(O)[O-].[Na+]. (4) The reactants are: C(OC(=O)COC1C=CC(Cl)=CC=1C#CC1C=C(S(CCC)(=O)=O)C=CC=1F)(C)(C)C.[C:32]([O:36][C:37](=[O:49])[CH2:38][O:39][C:40]1[CH:45]=[CH:44][C:43]([Cl:46])=[CH:42][C:41]=1[C:47]#[CH:48])([CH3:35])([CH3:34])[CH3:33].Br[C:51]1[C:56]([CH3:57])=[CH:55][C:54]([NH:58][C:59](=[O:61])[CH3:60])=[C:53]([S:62]([CH2:65][CH2:66][CH3:67])(=[O:64])=[O:63])[CH:52]=1. Given the product [C:32]([O:36][C:37](=[O:49])[CH2:38][O:39][C:40]1[CH:45]=[CH:44][C:43]([Cl:46])=[CH:42][C:41]=1[C:47]#[C:48][C:51]1[CH:52]=[C:53]([S:62]([CH2:65][CH2:66][CH3:67])(=[O:64])=[O:63])[C:54]([NH:58][C:59](=[O:61])[CH3:60])=[CH:55][C:56]=1[CH3:57])([CH3:35])([CH3:34])[CH3:33], predict the reactants needed to synthesize it. (5) Given the product [Cl:1][C:2]1[CH:7]=[C:6]([NH2:8])[CH:5]=[CH:4][C:3]=1[CH:11]([C:19]1[CH:24]=[CH:23][C:22]([Cl:25])=[CH:21][CH:20]=1)[C:13]1[N:14]([CH3:18])[CH:15]=[CH:16][N:17]=1, predict the reactants needed to synthesize it. The reactants are: [Cl:1][C:2]1[CH:7]=[C:6]([N+:8]([O-])=O)[CH:5]=[CH:4][C:3]=1[C:11]([C:19]1[CH:24]=[CH:23][C:22]([Cl:25])=[CH:21][CH:20]=1)([C:13]1[N:14]([CH3:18])[CH:15]=[CH:16][N:17]=1)O.Cl[Sn]Cl.[NH4+].[OH-]. (6) Given the product [CH2:16]([O:17][C:7]([N:9]1[CH:13]2[CH2:12][CH2:11][C:10]1([C:16]([OH:18])=[O:17])[CH2:15][CH2:14]2)=[O:8])[C:10]1[CH:15]=[CH:14][CH:13]=[CH:12][CH:11]=1, predict the reactants needed to synthesize it. The reactants are: C1([C:7]([N:9]2[CH:13]3[CH2:14][CH2:15][C:10]2([C:16]([O:18]C)=[O:17])[CH2:11][CH2:12]3)=[O:8])C=CC=CC=1. (7) Given the product [F:24][CH2:25][CH2:26][CH2:27][O:16][S:17]([C:20]([F:21])([F:22])[F:23])(=[O:18])=[O:19], predict the reactants needed to synthesize it. The reactants are: N1C(C)=CC=CC=1C.S([O:16][S:17]([C:20]([F:23])([F:22])[F:21])(=[O:19])=[O:18])(C(F)(F)F)(=O)=O.[F:24][CH2:25][CH2:26][CH2:27]O.